This data is from Forward reaction prediction with 1.9M reactions from USPTO patents (1976-2016). The task is: Predict the product of the given reaction. (1) Given the reactants [NH2:1][C@@H:2]1[CH2:6][CH2:5][N:4]([C:7]2[N:12]([CH3:13])[C:11](=[O:14])[CH:10]=[C:9]([C:15]3[CH:20]=[CH:19][N:18]=[CH:17][CH:16]=3)[N:8]=2)[CH2:3]1.Br[C:22]1[CH:27]=[CH:26][CH:25]=[CH:24][C:23]=1[O:28][CH3:29].CC(C)([O-])C.[Na+].C1(P(C2C=CC=CC=2)C2C=CC3C(=CC=CC=3)C=2C2C3C(=CC=CC=3)C=CC=2P(C2C=CC=CC=2)C2C=CC=CC=2)C=CC=CC=1, predict the reaction product. The product is: [CH3:29][O:28][C:23]1[CH:24]=[CH:25][CH:26]=[CH:27][C:22]=1[NH:1][C@@H:2]1[CH2:6][CH2:5][N:4]([C:7]2[N:12]([CH3:13])[C:11](=[O:14])[CH:10]=[C:9]([C:15]3[CH:16]=[CH:17][N:18]=[CH:19][CH:20]=3)[N:8]=2)[CH2:3]1. (2) The product is: [Cl:1][C:2]1[CH:7]=[CH:6][CH:5]=[CH:4][C:3]=1[N:8]1[CH:12]([C:13]([N:34]2[CH2:35][CH2:36][N:31]([C:25]3[CH:26]=[C:27]([CH3:30])[CH:28]=[CH:29][C:24]=3[CH3:23])[CH2:32][CH2:33]2)=[O:14])[CH2:11][N:10]([S:16]([CH:19]([CH3:20])[CH3:21])(=[O:17])=[O:18])[C:9]1=[O:22]. Given the reactants [Cl:1][C:2]1[CH:7]=[CH:6][CH:5]=[CH:4][C:3]=1[N:8]1[CH:12]([C:13](O)=[O:14])[CH2:11][N:10]([S:16]([CH:19]([CH3:21])[CH3:20])(=[O:18])=[O:17])[C:9]1=[O:22].[CH3:23][C:24]1[CH:29]=[CH:28][C:27]([CH3:30])=[CH:26][C:25]=1[N:31]1[CH2:36][CH2:35][NH:34][CH2:33][CH2:32]1, predict the reaction product. (3) Given the reactants [C:1]([O:5][C:6](=[O:13])[NH:7][C@H:8]1[CH2:12][CH2:11][NH:10][CH2:9]1)([CH3:4])([CH3:3])[CH3:2].[Br:14][C:15]1[N:19]2[N:20]=[C:21](F)[CH:22]=[CH:23][C:18]2=[N:17][CH:16]=1.[CH2:25](N(CC)CC)C, predict the reaction product. The product is: [C:1]([O:5][C:6](=[O:13])[N:7]([C@H:8]1[CH2:12][CH2:11][N:10]([C:21]2[CH:22]=[CH:23][C:18]3[N:19]([C:15]([Br:14])=[CH:16][N:17]=3)[N:20]=2)[CH2:9]1)[CH3:25])([CH3:4])([CH3:2])[CH3:3]. (4) Given the reactants F[C:2]1[CH:7]=[C:6]([C:8]2[C:9]3[S:23][CH:22]=[CH:21][C:10]=3[N:11]=[C:12]([C:14]3[CH:15]=[C:16]([OH:20])[CH:17]=[CH:18][CH:19]=3)[N:13]=2)[CH:5]=[CH:4][N:3]=1.Cl.[O:25]1CCOCC1, predict the reaction product. The product is: [OH:20][C:16]1[CH:15]=[C:14]([C:12]2[N:13]=[C:8]([C:6]3[CH:5]=[CH:4][NH:3][C:2](=[O:25])[CH:7]=3)[C:9]3[S:23][CH:22]=[CH:21][C:10]=3[N:11]=2)[CH:19]=[CH:18][CH:17]=1. (5) Given the reactants [CH2:1]([O:6][C:7]1[CH:16]=[CH:15][C:14]2[NH:13][CH:12]([CH:17]3[CH2:22][CH2:21][NH:20][CH2:19][CH2:18]3)[CH:11]3[CH2:23][CH2:24][CH2:25][O:26][CH:10]3[C:9]=2[CH:8]=1)[CH2:2][CH:3]([CH3:5])[CH3:4].[CH:27](=O)[C:28]1[CH:33]=[CH:32][CH:31]=[CH:30][CH:29]=1.[BH-](OC(C)=O)(OC(C)=O)OC(C)=O.[Na+], predict the reaction product. The product is: [CH2:27]([N:20]1[CH2:21][CH2:22][CH:17]([CH:12]2[CH:11]3[CH2:23][CH2:24][CH2:25][O:26][CH:10]3[C:9]3[CH:8]=[C:7]([O:6][CH2:1][CH2:2][CH:3]([CH3:5])[CH3:4])[CH:16]=[CH:15][C:14]=3[NH:13]2)[CH2:18][CH2:19]1)[C:28]1[CH:33]=[CH:32][CH:31]=[CH:30][CH:29]=1. (6) Given the reactants CS(O[CH:6]1[CH2:9][N:8]([C:10]2[S:11][CH:12]=[C:13]([C:15]([N:17]3[CH2:22][CH2:21][N:20]([CH3:23])[CH2:19][CH2:18]3)=[O:16])[N:14]=2)[CH2:7]1)(=O)=O.[C:24]([O-:27])(=[S:26])[CH3:25].[K+], predict the reaction product. The product is: [C:24]([S:26][CH:6]1[CH2:7][N:8]([C:10]2[S:11][CH:12]=[C:13]([C:15]([N:17]3[CH2:18][CH2:19][N:20]([CH3:23])[CH2:21][CH2:22]3)=[O:16])[N:14]=2)[CH2:9]1)(=[O:27])[CH3:25].